Dataset: Full USPTO retrosynthesis dataset with 1.9M reactions from patents (1976-2016). Task: Predict the reactants needed to synthesize the given product. (1) Given the product [O:30]1[CH2:31][CH2:32][N:27]([C:25]([C:22]2[CH:23]=[CH:24][C:19]([C:16]3[CH:17]=[CH:18][C:13]4[N:14]([C:10]([C:9]#[C:8][C:6]5[CH:5]=[CH:4][N:3]=[C:2]([NH:39][C:34]6[N:35]=[CH:36][CH:37]=[CH:38][N:33]=6)[CH:7]=5)=[CH:11][N:12]=4)[N:15]=3)=[CH:20][CH:21]=2)=[O:26])[CH2:28][CH2:29]1, predict the reactants needed to synthesize it. The reactants are: Cl[C:2]1[CH:7]=[C:6]([C:8]#[C:9][C:10]2[N:14]3[N:15]=[C:16]([C:19]4[CH:24]=[CH:23][C:22]([C:25]([N:27]5[CH2:32][CH2:31][O:30][CH2:29][CH2:28]5)=[O:26])=[CH:21][CH:20]=4)[CH:17]=[CH:18][C:13]3=[N:12][CH:11]=2)[CH:5]=[CH:4][N:3]=1.[N:33]1[CH:38]=[CH:37][CH:36]=[N:35][C:34]=1[NH2:39]. (2) Given the product [CH3:16][C:10]1([CH3:15])[NH:9][C:29](=[O:30])[N:28]([C:25]2[CH:24]=[CH:23][C:22]([S:21][C:18]([F:20])([F:17])[F:19])=[CH:27][CH:26]=2)[C:11]1=[O:12], predict the reactants needed to synthesize it. The reactants are: C(N(CC)CC)C.Cl.[NH2:9][C:10]([CH3:16])([CH3:15])[C:11](OC)=[O:12].[F:17][C:18]([S:21][C:22]1[CH:27]=[CH:26][C:25]([N:28]=[C:29]=[O:30])=[CH:24][CH:23]=1)([F:20])[F:19]. (3) Given the product [OH:1][C@H:2]1[C@H:7]([CH3:8])[CH2:6][CH2:5][C@@H:4]([NH:9][C:10]2[C:15]([C:16]([NH2:17])=[O:20])=[CH:14][N:13]=[C:12]([S:18][CH3:19])[N:11]=2)[CH2:3]1, predict the reactants needed to synthesize it. The reactants are: [OH:1][C@H:2]1[C@H:7]([CH3:8])[CH2:6][CH2:5][C@@H:4]([NH:9][C:10]2[C:15]([C:16]#[N:17])=[CH:14][N:13]=[C:12]([S:18][CH3:19])[N:11]=2)[CH2:3]1.[OH-:20].[Na+].OO. (4) Given the product [OH:17][CH2:16][C@@H:12]([NH:11][C:9](=[O:10])[O:8][CH2:1][C:2]1[CH:7]=[CH:6][CH:5]=[CH:4][CH:3]=1)[CH2:13][O:14][CH3:15], predict the reactants needed to synthesize it. The reactants are: [CH2:1]([O:8][C:9]([NH:11][C@H:12]([C:16](OC)=[O:17])[CH2:13][O:14][CH3:15])=[O:10])[C:2]1[CH:7]=[CH:6][CH:5]=[CH:4][CH:3]=1.[BH4-].[Li+]. (5) The reactants are: F[C:2](F)(F)[C:3]1[CH:4]=[C:5]([C@H:13]([C@@H:15]2[CH2:20][CH2:19][CH2:18][C@@H:17]([C:21]3[CH:26]=[C:25]([C:27]([F:30])([F:29])[F:28])[CH:24]=[CH:23][C:22]=3[Br:31])[NH:16]2)[OH:14])[CH:6]=[C:7]([C:9]([F:12])([F:11])[F:10])[CH:8]=1.CCN(C(C)C)C(C)C.[C:43](Cl)(Cl)=[O:44]. Given the product [Br:31][C:22]1[CH:23]=[CH:24][C:25]([C:27]([F:28])([F:29])[F:30])=[CH:26][C:21]=1[C@H:17]1[N:16]2[C:43](=[O:44])[O:14][C@H:13]([C:5]3[CH:6]=[C:7]([C:9]([F:10])([F:11])[F:12])[CH:8]=[C:3]([CH3:2])[CH:4]=3)[C@@H:15]2[CH2:20][CH2:19][CH2:18]1, predict the reactants needed to synthesize it. (6) Given the product [F:40][C:2]1([F:1])[O:6][C:5]2[CH:7]=[CH:8][C:9]([C:11]3([C:14]([NH:16][C@@H:17]4[CH2:22][C@@H:21]([C:23]5[CH:28]=[CH:27][CH:26]=[CH:25][CH:24]=5)[O:20][C@@H:19]([C:29]5[CH:38]=[CH:37][C:32]([C:33]([OH:35])=[O:34])=[CH:31][C:30]=5[CH3:39])[CH2:18]4)=[O:15])[CH2:13][CH2:12]3)=[CH:10][C:4]=2[O:3]1, predict the reactants needed to synthesize it. The reactants are: [F:1][C:2]1([F:40])[O:6][C:5]2[CH:7]=[CH:8][C:9]([C:11]3([C:14]([NH:16][C@H:17]4[CH2:22][C@@H:21]([C:23]5[CH:28]=[CH:27][CH:26]=[CH:25][CH:24]=5)[O:20][C@@H:19]([C:29]5[CH:38]=[CH:37][C:32]([C:33]([O:35]C)=[O:34])=[CH:31][C:30]=5[CH3:39])[CH2:18]4)=[O:15])[CH2:13][CH2:12]3)=[CH:10][C:4]=2[O:3]1. (7) Given the product [CH:16]1([CH2:15][N:10]2[C:11]3[C:7](=[CH:6][CH:5]=[CH:4][C:3]=3[O:2][CH3:1])[CH:8]=[CH:9]2)[CH2:21][CH2:20][CH2:19][CH2:18][CH2:17]1, predict the reactants needed to synthesize it. The reactants are: [CH3:1][O:2][C:3]1[CH:4]=[CH:5][CH:6]=[C:7]2[C:11]=1[NH:10][CH:9]=[CH:8]2.[H-].[Na+].Br[CH2:15][CH:16]1[CH2:21][CH2:20][CH2:19][CH2:18][CH2:17]1. (8) Given the product [Cl:17][C:12]1[CH:13]=[C:14]([CH:15]=[CH2:16])[C:8]2[C:9]([CH:11]=1)=[N:10][N:6]([CH2:5][C:2]([NH:1][C:25](=[S:26])[C:24]1[CH:23]=[CH:22][C:21]([C:20]([F:19])([F:30])[F:31])=[CH:29][CH:28]=1)([C:3]#[N:4])[CH3:18])[N:7]=2, predict the reactants needed to synthesize it. The reactants are: [NH2:1][C:2]([CH3:18])([CH2:5][N:6]1[N:10]=[C:9]2[CH:11]=[C:12]([Cl:17])[CH:13]=[C:14]([CH:15]=[CH2:16])[C:8]2=[N:7]1)[C:3]#[N:4].[F:19][C:20]([F:31])([F:30])[C:21]1[CH:29]=[CH:28][C:24]([C:25](Cl)=[S:26])=[CH:23][CH:22]=1. (9) Given the product [CH3:31][O:30][C:28](=[O:29])[C:27]1[CH:32]=[CH:33][C:24]([C:23]#[C:22][C:16]#[C:15][C:12]2[CH:11]=[CH:10][C:9]([CH2:8][N:7]([C:6]([O:5][C:1]([CH3:4])([CH3:2])[CH3:3])=[O:20])[CH:17]3[CH2:19][CH2:18]3)=[CH:14][CH:13]=2)=[CH:25][CH:26]=1, predict the reactants needed to synthesize it. The reactants are: [C:1]([O:5][C:6](=[O:20])[N:7]([CH:17]1[CH2:19][CH2:18]1)[CH2:8][C:9]1[CH:14]=[CH:13][C:12]([C:15]#[CH:16])=[CH:11][CH:10]=1)([CH3:4])([CH3:3])[CH3:2].Br[C:22](Br)=[CH:23][C:24]1[CH:33]=[CH:32][C:27]([C:28]([O:30][CH3:31])=[O:29])=[CH:26][CH:25]=1. (10) Given the product [F:34][C:31]1[CH:32]=[CH:33][C:28]([O:27][C:25](=[O:26])[N:21]([C@H:19]2[C@H:18]([C:35]3[CH:40]=[CH:39][C:38]([Cl:41])=[CH:37][CH:36]=3)[CH2:17][N:16]([C:14]([CH:11]3[CH2:10][CH2:9][NH:8][CH2:13][CH2:12]3)=[O:15])[CH2:20]2)[CH:22]([CH3:23])[CH3:24])=[CH:29][CH:30]=1, predict the reactants needed to synthesize it. The reactants are: C(OC([N:8]1[CH2:13][CH2:12][CH:11]([C:14]([N:16]2[CH2:20][C@@H:19]([N:21]([C:25]([O:27][C:28]3[CH:33]=[CH:32][C:31]([F:34])=[CH:30][CH:29]=3)=[O:26])[CH:22]([CH3:24])[CH3:23])[C@H:18]([C:35]3[CH:40]=[CH:39][C:38]([Cl:41])=[CH:37][CH:36]=3)[CH2:17]2)=[O:15])[CH2:10][CH2:9]1)=O)(C)(C)C.C(O)(C(F)(F)F)=O.